Dataset: Peptide-MHC class I binding affinity with 185,985 pairs from IEDB/IMGT. Task: Regression. Given a peptide amino acid sequence and an MHC pseudo amino acid sequence, predict their binding affinity value. This is MHC class I binding data. The peptide sequence is SLLDSLLVM. The MHC is HLA-A02:01 with pseudo-sequence HLA-A02:01. The binding affinity (normalized) is 0.599.